Dataset: Forward reaction prediction with 1.9M reactions from USPTO patents (1976-2016). Task: Predict the product of the given reaction. (1) Given the reactants [Cl:1][C:2]1[N:3]=[C:4](Cl)[C:5]2[CH2:10][CH2:9][CH2:8][C:6]=2[N:7]=1.C([Sn](CCCC)(CCCC)[C:17]([O:19][CH2:20][CH3:21])=[CH2:18])CCC, predict the reaction product. The product is: [Cl:1][C:2]1[N:3]=[C:4]([C:17]([O:19][CH2:20][CH3:21])=[CH2:18])[C:5]2[CH2:10][CH2:9][CH2:8][C:6]=2[N:7]=1. (2) Given the reactants [N:1]1([CH2:6][C:7]2[S:8][CH:9]=[C:10]([C:12]([OH:14])=O)[N:11]=2)[CH2:5][CH2:4][CH2:3][CH2:2]1.[NH2:15][C@H:16]([CH3:32])[CH2:17][N:18]1[CH:22]=[CH:21][C:20]([C:23]2[CH:30]=[CH:29][C:26]([C:27]#[N:28])=[C:25]([Cl:31])[CH:24]=2)=[N:19]1, predict the reaction product. The product is: [Cl:31][C:25]1[CH:24]=[C:23]([C:20]2[CH:21]=[CH:22][N:18]([CH2:17][C@H:16]([NH:15][C:12]([C:10]3[N:11]=[C:7]([CH2:6][N:1]4[CH2:2][CH2:3][CH2:4][CH2:5]4)[S:8][CH:9]=3)=[O:14])[CH3:32])[N:19]=2)[CH:30]=[CH:29][C:26]=1[C:27]#[N:28]. (3) Given the reactants [NH:1]1[CH:5]=[CH:4][N:3]=[CH:2]1.C1C=CC=CC=1.[CH3:12][N:13]([CH3:18])[S:14](Cl)(=[O:16])=[O:15], predict the reaction product. The product is: [CH3:12][N:13]([CH3:18])[S:14]([N:1]1[CH:5]=[CH:4][N:3]=[CH:2]1)(=[O:16])=[O:15]. (4) Given the reactants [NH2:1][C:2]([CH:4]1[CH2:9][CH2:8][N:7]([C:10]([O:12][C:13]([CH3:16])([CH3:15])[CH3:14])=[O:11])[CH2:6][CH2:5]1)=[S:3].Br[CH2:18][C:19](=O)[C:20]([O:22][CH2:23][CH3:24])=[O:21].C(N(CC)CC)C, predict the reaction product. The product is: [CH2:23]([O:22][C:20]([C:19]1[N:1]=[C:2]([CH:4]2[CH2:9][CH2:8][N:7]([C:10]([O:12][C:13]([CH3:16])([CH3:15])[CH3:14])=[O:11])[CH2:6][CH2:5]2)[S:3][CH:18]=1)=[O:21])[CH3:24]. (5) Given the reactants [OH:1][C:2]1[C:11]2[C:6](=[C:7]([CH3:12])[CH:8]=[CH:9][CH:10]=2)[C:5]([C:13]([N:15]2[CH2:19][CH2:18][CH2:17][CH2:16]2)=[O:14])=[CH:4][CH:3]=1.[O:20](S(C(F)(F)F)(=O)=O)[S:21]([C:24]([F:27])([F:26])[F:25])(=O)=[O:22], predict the reaction product. The product is: [F:25][C:24]([F:27])([F:26])[S:21]([O:1][C:2]1[C:11]2[C:6](=[C:7]([CH3:12])[CH:8]=[CH:9][CH:10]=2)[C:5]([C:13]([N:15]2[CH2:19][CH2:18][CH2:17][CH2:16]2)=[O:14])=[CH:4][CH:3]=1)(=[O:22])=[O:20]. (6) Given the reactants Cl[C:2]1[CH:7]=[CH:6][N:5]=[C:4]([C:8]2[C:16]3[C:11](=[CH:12][CH:13]=[C:14]([C:17]4[O:21][C:20]([NH:22][CH:23]([CH3:25])[CH3:24])=[N:19][N:18]=4)[CH:15]=3)[N:10](S(C3C=CC(C)=CC=3)(=O)=O)[CH:9]=2)[N:3]=1.[CH3:36][O-:37].[Na+], predict the reaction product. The product is: [CH:23]([NH:22][C:20]1[O:21][C:17]([C:14]2[CH:15]=[C:16]3[C:11](=[CH:12][CH:13]=2)[NH:10][CH:9]=[C:8]3[C:4]2[N:3]=[C:2]([O:37][CH3:36])[CH:7]=[CH:6][N:5]=2)=[N:18][N:19]=1)([CH3:24])[CH3:25].